Dataset: Full USPTO retrosynthesis dataset with 1.9M reactions from patents (1976-2016). Task: Predict the reactants needed to synthesize the given product. (1) Given the product [CH2-:1][C:2]([CH3:4])=[O:3].[CH2-:5][C:6]([CH3:8])=[O:7].[C:9]([CH2:12][C:14]([C@H:16]([C@@H:18]([C@@H:20]([CH2:30][OH:31])[OH:21])[OH:19])[OH:17])=[O:15])([OH:11])=[O:10], predict the reactants needed to synthesize it. The reactants are: [CH2-:1][C:2]([CH3:4])=[O:3].[CH2-:5][C:6]([CH3:8])=[O:7].[C:9]([C:12]([C@H:14]([C@@H:16]([C@@H:18]([CH2:20][OH:21])[OH:19])[OH:17])[OH:15])=O)([OH:11])=[O:10].[Si](C=[N+]=[N-])(C)(C)C.C[CH2:30][O:31]CC. (2) Given the product [C:13]1(=[O:19])[CH2:18][CH2:17][CH2:16][CH2:15][CH2:14]1.[C:13]1([OH:19])[CH:18]=[CH:17][CH:16]=[CH:15][CH:14]=1, predict the reactants needed to synthesize it. The reactants are: C1C=CC=CC=1.C1CCCCC1.[C:13]1(=[O:19])[CH2:18][CH2:17][CH2:16][CH2:15][CH2:14]1. (3) Given the product [ClH:32].[ClH:32].[O:2]=[C:3]1[C:8]([CH2:9][N:10]2[CH2:15][CH2:14][CH:13]([CH2:16][CH2:17][C:18]3[CH:23]=[CH:22][CH:21]=[CH:20][C:19]=3[NH:24][CH2:25][C:26]3[CH:31]=[CH:30][CH:29]=[CH:28][CH:27]=3)[CH2:12][CH2:11]2)=[CH:7][CH:6]=[CH:5][NH:4]1, predict the reactants needed to synthesize it. The reactants are: C[O:2][C:3]1[C:8]([CH2:9][N:10]2[CH2:15][CH2:14][CH:13]([CH2:16][CH2:17][C:18]3[CH:23]=[CH:22][CH:21]=[CH:20][C:19]=3[NH:24][CH2:25][C:26]3[CH:31]=[CH:30][CH:29]=[CH:28][CH:27]=3)[CH2:12][CH2:11]2)=[CH:7][CH:6]=[CH:5][N:4]=1.[ClH:32].CO. (4) Given the product [Cl:1][C:2]1[N:11]=[CH:10][CH:9]=[C:8]2[C:3]=1[C:4]1[CH:16]=[C:15]([F:17])[CH:14]=[CH:13][C:5]=1[N:6]=[C:7]2[NH:18][C:19]1[CH:20]=[C:21]([CH:26]=[CH:27][C:28]=1[CH3:29])[C:22]([O:24][CH3:25])=[O:23], predict the reactants needed to synthesize it. The reactants are: [Cl:1][C:2]1[N:11]=[CH:10][CH:9]=[C:8]2[C:3]=1[C:4]1[CH:16]=[C:15]([F:17])[CH:14]=[CH:13][C:5]=1[N:6]=[C:7]2Cl.[NH2:18][C:19]1[CH:20]=[C:21]([CH:26]=[CH:27][C:28]=1[CH3:29])[C:22]([O:24][CH3:25])=[O:23].CC(C)([O-])C.[Na+]. (5) Given the product [N+:1]([C:4]1[CH:5]=[CH:6][C:7]([C:10]2[S:11][CH:12]=[C:13]([C:15]([OH:17])=[O:16])[N:14]=2)=[CH:8][CH:9]=1)([O-:3])=[O:2], predict the reactants needed to synthesize it. The reactants are: [N+:1]([C:4]1[CH:9]=[CH:8][C:7]([C:10]2[S:11][CH:12]=[C:13]([C:15]([O:17]CC)=[O:16])[N:14]=2)=[CH:6][CH:5]=1)([O-:3])=[O:2].